From a dataset of Forward reaction prediction with 1.9M reactions from USPTO patents (1976-2016). Predict the product of the given reaction. (1) Given the reactants [H-].[Na+].[C:3]([O:7][C:8]([NH:10][C:11]1[CH:16]=[N:15][CH:14]=[CH:13][N:12]=1)=[O:9])([CH3:6])([CH3:5])[CH3:4].[CH3:17][C:18]1([CH3:51])[O:22][C@H:21]([C:23]([N:25]2[CH2:30][CH2:29][C:28]([C:31]3[C:36]([F:37])=[CH:35][C:34]([N:38]4[CH2:42][C@H:41]([CH2:43]OS(C)(=O)=O)[O:40][C:39]4=[O:49])=[CH:33][C:32]=3[F:50])=[CH:27][CH2:26]2)=[O:24])[CH2:20][O:19]1, predict the reaction product. The product is: [CH3:51][C:18]1([CH3:17])[O:22][C@H:21]([C:23]([N:25]2[CH2:30][CH2:29][C:28]([C:31]3[C:36]([F:37])=[CH:35][C:34]([N:38]4[CH2:42][C@H:41]([CH2:43][N:10]([C:11]5[CH:16]=[N:15][CH:14]=[CH:13][N:12]=5)[C:8]([O:7][C:3]([CH3:6])([CH3:4])[CH3:5])=[O:9])[O:40][C:39]4=[O:49])=[CH:33][C:32]=3[F:50])=[CH:27][CH2:26]2)=[O:24])[CH2:20][O:19]1. (2) Given the reactants [NH:1]1[C:5](=[O:6])[CH2:4][CH2:3][C@H:2]1[C:7]([OH:9])=[O:8].O.[C:11]1(C)[CH:16]=CC(S(O)(=O)=O)=C[CH:12]=1, predict the reaction product. The product is: [NH:1]1[C:5](=[O:6])[CH2:4][CH2:3][C@H:2]1[C:7]([O:9][CH:11]([CH3:16])[CH3:12])=[O:8]. (3) Given the reactants C[O:2][C:3](=[O:37])[C@@H:4]([NH:14][C:15](=[O:36])[C:16]1[CH:21]=[CH:20][C:19]([I:22])=[CH:18][C:17]=1[NH:23][S:24]([C:27]1[C:32]2=[N:33][S:34][N:35]=[C:31]2[CH:30]=[CH:29][CH:28]=1)(=[O:26])=[O:25])[CH2:5][C:6]1[CH:11]=[CH:10][C:9]([Cl:12])=[C:8]([Cl:13])[CH:7]=1.COC(=O)[C@@H](NC(=O)C1C=CC(I)=CC=1N)CC1C=CC(Cl)=C(Cl)C=1.ClS(C1C2C(=NSN=2)C=CC=1)(=O)=O.N1C=CC=CC=1.NCCN(CCN)CCN, predict the reaction product. The product is: [N:35]1[S:34][N:33]=[C:32]2[C:27]([S:24]([NH:23][C:17]3[CH:18]=[C:19]([I:22])[CH:20]=[CH:21][C:16]=3[C:15]([NH:14][C@@H:4]([CH2:5][C:6]3[CH:11]=[CH:10][C:9]([Cl:12])=[C:8]([Cl:13])[CH:7]=3)[C:3]([OH:37])=[O:2])=[O:36])(=[O:25])=[O:26])=[CH:28][CH:29]=[CH:30][C:31]=12. (4) Given the reactants [CH2:1]([C:4]1[C:11]([OH:12])=[CH:10][CH:9]=[CH:8][C:5]=1[CH:6]=[O:7])[CH:2]=[CH2:3].[I-].[Na+].C(=O)([O-])[O-].[K+].[K+].[CH3:21][O:22][C:23]1[CH:30]=[CH:29][C:26]([CH2:27]Cl)=[CH:25][CH:24]=1, predict the reaction product. The product is: [CH2:1]([C:4]1[C:11]([O:12][CH2:27][C:26]2[CH:29]=[CH:30][C:23]([O:22][CH3:21])=[CH:24][CH:25]=2)=[CH:10][CH:9]=[CH:8][C:5]=1[CH:6]=[O:7])[CH:2]=[CH2:3]. (5) Given the reactants [Br:1]N1C(=O)CCC1=O.[CH3:9][S:10][C:11]1[N:12]=[CH:13][C:14]2[CH:19]=[C:18]([C:20]3[CH:25]=[CH:24][C:23]([C:26]4([NH:30][C:31](=[O:37])[O:32][C:33]([CH3:36])([CH3:35])[CH3:34])[CH2:29][CH2:28][CH2:27]4)=[CH:22][CH:21]=3)[O:17][C:15]=2[N:16]=1, predict the reaction product. The product is: [Br:1][C:19]1[C:14]2[CH:13]=[N:12][C:11]([S:10][CH3:9])=[N:16][C:15]=2[O:17][C:18]=1[C:20]1[CH:21]=[CH:22][C:23]([C:26]2([NH:30][C:31](=[O:37])[O:32][C:33]([CH3:34])([CH3:36])[CH3:35])[CH2:27][CH2:28][CH2:29]2)=[CH:24][CH:25]=1. (6) Given the reactants [Cl:1][C:2]1[CH:7]=[C:6]([CH3:8])[CH:5]=[C:4]([Cl:9])[C:3]=1[N:10]1[C:18]2[C:13](=[CH:14][C:15]([CH3:19])=[CH:16][CH:17]=2)[CH2:12][C:11]1=[O:20].C([OH:23])C.[OH-].[Na+].Cl, predict the reaction product. The product is: [CH3:19][C:15]1[CH:16]=[CH:17][C:18]([NH:10][C:3]2[C:2]([Cl:1])=[CH:7][C:6]([CH3:8])=[CH:5][C:4]=2[Cl:9])=[C:13]([CH2:12][C:11]([OH:20])=[O:23])[CH:14]=1. (7) Given the reactants [Cl:1][C:2]1[N:3]=[CH:4][CH:5]=[C:6]2[C:10]([CH3:11])=[C:9]([CH3:12])[N:8]([CH2:13][C:14]3[CH:19]=[CH:18][CH:17]=[C:16]([F:20])[CH:15]=3)[C:7]=12.[F:21][C:22]1[CH:29]=[CH:28][C:25]([CH2:26][NH2:27])=[CH:24][CH:23]=1, predict the reaction product. The product is: [ClH:1].[F:20][C:16]1[CH:15]=[C:14]([CH:19]=[CH:18][CH:17]=1)[CH2:13][N:8]1[C:7]2=[C:2]([NH:27][CH2:26][C:25]3[CH:28]=[CH:29][C:22]([F:21])=[CH:23][CH:24]=3)[N:3]=[CH:4][CH:5]=[C:6]2[C:10]([CH3:11])=[C:9]1[CH3:12]. (8) Given the reactants [F:1][C:2]1([F:37])[CH2:7][CH2:6][N:5](C(OC(C)(C)C)=O)[CH2:4][CH:3]1[C:15]1[CH:20]=[CH:19][CH:18]=[C:17]([N:21]2[C:29]3[CH:28]=[C:27]([C:30]4[CH:35]=[N:34][CH:33]=[C:32]([CH3:36])[N:31]=4)[N:26]=[CH:25][C:24]=3[CH:23]=[N:22]2)[N:16]=1.O1CCOCC1.Cl, predict the reaction product. The product is: [F:37][C:2]1([F:1])[CH2:7][CH2:6][NH:5][CH2:4][CH:3]1[C:15]1[N:16]=[C:17]([N:21]2[C:29]3[CH:28]=[C:27]([C:30]4[CH:35]=[N:34][CH:33]=[C:32]([CH3:36])[N:31]=4)[N:26]=[CH:25][C:24]=3[CH:23]=[N:22]2)[CH:18]=[CH:19][CH:20]=1.